Dataset: Forward reaction prediction with 1.9M reactions from USPTO patents (1976-2016). Task: Predict the product of the given reaction. Given the reactants Br[C:2]1[CH:3]=[CH:4][C:5]2[N:11]3[C:12]([CH3:15])=[N:13][N:14]=[C:10]3[C@H:9]([CH3:16])[CH2:8][N:7]([C:17]3[CH:22]=[CH:21][C:20]([Cl:23])=[CH:19][N:18]=3)[C:6]=2[CH:24]=1.[CH3:25][C:26]1([CH3:42])[C:30]([CH3:32])([CH3:31])[O:29][B:28]([B:28]2[O:29][C:30]([CH3:32])([CH3:31])[C:26]([CH3:42])([CH3:25])[O:27]2)[O:27]1.CC([O-])=O.[K+].N#N, predict the reaction product. The product is: [Cl:23][C:20]1[CH:21]=[CH:22][C:17]([N:7]2[CH2:8][C@@H:9]([CH3:16])[C:10]3=[N:14][N:13]=[C:12]([CH3:15])[N:11]3[C:5]3[CH:4]=[CH:3][C:2]([B:28]4[O:29][C:30]([CH3:32])([CH3:31])[C:26]([CH3:42])([CH3:25])[O:27]4)=[CH:24][C:6]2=3)=[N:18][CH:19]=1.